This data is from NCI-60 drug combinations with 297,098 pairs across 59 cell lines. The task is: Regression. Given two drug SMILES strings and cell line genomic features, predict the synergy score measuring deviation from expected non-interaction effect. Drug 1: CC1=C(C(=CC=C1)Cl)NC(=O)C2=CN=C(S2)NC3=CC(=NC(=N3)C)N4CCN(CC4)CCO. Drug 2: B(C(CC(C)C)NC(=O)C(CC1=CC=CC=C1)NC(=O)C2=NC=CN=C2)(O)O. Cell line: SK-MEL-2. Synergy scores: CSS=48.1, Synergy_ZIP=0.709, Synergy_Bliss=3.37, Synergy_Loewe=-19.5, Synergy_HSA=1.90.